Dataset: Full USPTO retrosynthesis dataset with 1.9M reactions from patents (1976-2016). Task: Predict the reactants needed to synthesize the given product. (1) Given the product [CH3:15][O:14][CH2:13][C@H:11]1[CH2:12][N:8]([C:6]([O:5][C:1]([CH3:4])([CH3:2])[CH3:3])=[O:7])[C@H:9]([C:16]2[NH:20][C:19]3[C:21]4[C:26]([CH:27]=[CH:28][C:18]=3[N:17]=2)=[CH:25][C:24]2[C:29]3[C:34]([CH2:35][O:36][C:23]=2[CH:22]=4)=[CH:33][C:32]([B:38]2[O:42][C:41]([CH3:44])([CH3:43])[C:40]([CH3:46])([CH3:45])[O:39]2)=[CH:31][CH:30]=3)[CH2:10]1, predict the reactants needed to synthesize it. The reactants are: [C:1]([O:5][C:6]([N:8]1[CH2:12][C@H:11]([CH2:13][O:14][CH3:15])[CH2:10][C@H:9]1[C:16]1[NH:20][C:19]2[C:21]3[C:26]([CH:27]=[CH:28][C:18]=2[N:17]=1)=[CH:25][C:24]1[C:29]2[C:34]([CH2:35][O:36][C:23]=1[CH:22]=3)=[CH:33][C:32](Cl)=[CH:31][CH:30]=2)=[O:7])([CH3:4])([CH3:3])[CH3:2].[B:38]1([B:38]2[O:42][C:41]([CH3:44])([CH3:43])[C:40]([CH3:46])([CH3:45])[O:39]2)[O:42][C:41]([CH3:44])([CH3:43])[C:40]([CH3:46])([CH3:45])[O:39]1.C([O-])(=O)C.[K+]. (2) Given the product [N:60]([C@H:9]1[CH2:10][CH2:11][C@H:7]([O:6][Si:5]([C:1]([CH3:4])([CH3:3])[CH3:2])([CH3:14])[CH3:13])[CH2:8]1)=[N+:61]=[N-:62], predict the reactants needed to synthesize it. The reactants are: [C:1]([Si:5]([CH3:14])([CH3:13])[O:6][C@H:7]1[CH2:11][CH2:10][C@@H:9](O)[CH2:8]1)([CH3:4])([CH3:3])[CH3:2].C1(P(C2C=CC=CC=2)C2C=CC=CC=2)C=CC=CC=1.N(C(OCC)=O)=NC(OCC)=O.C1(P([N:60]=[N+:61]=[N-:62])(C2C=CC=CC=2)=O)C=CC=CC=1. (3) Given the product [CH3:1][C:2]1[CH:7]=[CH:6][CH:5]=[CH:4][C:3]=1[C:8]1[CH:13]=[CH:12][N:11]=[C:10]([C:14]2[NH:16][O:17][C:18](=[O:19])[N:15]=2)[CH:9]=1, predict the reactants needed to synthesize it. The reactants are: [CH3:1][C:2]1[CH:7]=[CH:6][CH:5]=[CH:4][C:3]=1[C:8]1[CH:13]=[CH:12][N:11]=[C:10]([C:14](=[N:16][OH:17])[NH2:15])[CH:9]=1.[C:18](N1C=CN=C1)(N1C=CN=C1)=[O:19].N12CCCN=C1CCCCC2.Cl. (4) Given the product [CH2:16]([O:15][C:13]([CH2:12][CH2:11][CH2:10][N:5]1[C:4](=[O:18])[CH:3]=[C:2]([NH:1][C:24]2[CH:26]=[CH:27][C:28]([CH3:29])=[C:22]([CH2:20][CH3:21])[CH:23]=2)[NH:7][C:6]1=[O:8])=[O:14])[CH3:17], predict the reactants needed to synthesize it. The reactants are: [NH2:1][C:2]1[N:7]=[C:6]([O:8]C)[N:5]([CH2:10][CH2:11][CH2:12][C:13]([O:15][CH2:16][CH3:17])=[O:14])[C:4](=[O:18])[CH:3]=1.Cl.[CH2:20]([C:22]1[CH:23]=[C:24]([CH:26]=[CH:27][C:28]=1[CH3:29])N)[CH3:21]. (5) The reactants are: [N+](C1C=[CH:8][C:7]([O:10][C:11](=[O:22])[O:12][C:13]2[CH:18]=[CH:17][C:16]([N+:19]([O-:21])=[O:20])=[CH:15][CH:14]=2)=CC=1)([O-])=O.OCC[N:26]1[CH2:31][CH2:30][N:29]([C:32]([O:34][C:35]([CH3:38])([CH3:37])[CH3:36])=[O:33])[CH2:28][CH2:27]1.CN1CCOCC1. Given the product [C:11](=[O:22])([O:12][C:13]1[CH:14]=[CH:15][C:16]([N+:19]([O-:21])=[O:20])=[CH:17][CH:18]=1)[O:10][CH2:7][CH2:8][N:26]1[CH2:27][CH2:28][N:29]([C:32]([O:34][C:35]([CH3:38])([CH3:37])[CH3:36])=[O:33])[CH2:30][CH2:31]1, predict the reactants needed to synthesize it. (6) Given the product [Cl:32][C:19]1[CH:18]=[C:17]([NH:16][C:15]2[C:10]3[C:9]4[CH2:34][CH2:35][CH:6]([CH2:5][CH2:4][OH:3])[CH2:7][C:8]=4[S:33][C:11]=3[N:12]=[CH:13][N:14]=2)[CH:22]=[CH:21][C:20]=1[O:23][CH2:24][C:25]1[CH:30]=[CH:29][CH:28]=[C:27]([F:31])[CH:26]=1, predict the reactants needed to synthesize it. The reactants are: C([O:3][C:4](=O)[CH2:5][CH:6]1[CH2:35][CH2:34][C:9]2[C:10]3[C:15]([NH:16][C:17]4[CH:22]=[CH:21][C:20]([O:23][CH2:24][C:25]5[CH:30]=[CH:29][CH:28]=[C:27]([F:31])[CH:26]=5)=[C:19]([Cl:32])[CH:18]=4)=[N:14][CH:13]=[N:12][C:11]=3[S:33][C:8]=2[CH2:7]1)C.[H-].C([Al+]CC(C)C)C(C)C.